From a dataset of Reaction yield outcomes from USPTO patents with 853,638 reactions. Predict the reaction yield, written as a fraction of the theoretical maximum amount of product (1.0 means a 100% yield; for example, 0.34 means a 34% yield). (1) The reactants are C(NC(C)C)(C)C.C([Li])CCC.[CH3:13][NH:14][C:15]([C:17]1[CH:26]=[CH:25][C:24]2[C:19](=[CH:20][CH:21]=[C:22]([C:27]([C:29]3[N:30]=[CH:31][N:32]([C:34]([C:47]4[CH:52]=[CH:51][CH:50]=[CH:49][CH:48]=4)([C:41]4[CH:46]=[CH:45][CH:44]=[CH:43][CH:42]=4)[C:35]4[CH:40]=[CH:39][CH:38]=[CH:37][CH:36]=4)[CH:33]=3)=[O:28])[CH:23]=2)[CH:18]=1)=[O:16].[Cl-].[NH4+].[C:55]([O:58][CH2:59][CH3:60])(=[O:57])[CH3:56]. The catalyst is CCCCCC.C1COCC1. The product is [OH:28][C:27]([C:22]1[CH:21]=[CH:20][C:19]2[C:24](=[CH:25][CH:26]=[C:17]([C:15]([NH:14][CH3:13])=[O:16])[CH:18]=2)[CH:23]=1)([C:29]1[N:30]=[CH:31][N:32]([C:34]([C:35]2[CH:40]=[CH:39][CH:38]=[CH:37][CH:36]=2)([C:41]2[CH:42]=[CH:43][CH:44]=[CH:45][CH:46]=2)[C:47]2[CH:52]=[CH:51][CH:50]=[CH:49][CH:48]=2)[CH:33]=1)[CH2:56][C:55]([O:58][CH2:59][CH3:60])=[O:57]. The yield is 0.960. (2) The reactants are [CH3:1][O:2][C:3]1[CH:8]=[CH:7][C:6]([N+:9]([O-])=O)=[C:5]([S:12][CH3:13])[CH:4]=1. The catalyst is CCOC(C)=O.CCO.[Pd]. The product is [CH3:1][O:2][C:3]1[CH:8]=[CH:7][C:6]([NH2:9])=[C:5]([S:12][CH3:13])[CH:4]=1. The yield is 0.610. (3) The reactants are [CH3:1][C@H:2]1[C@@H:6]([C:7]2[N:11]3[C:12]4[CH:18]=[CH:17][N:16]([S:19]([C:22]5[CH:28]=[CH:27][C:25]([CH3:26])=[CH:24][CH:23]=5)(=[O:21])=[O:20])[C:13]=4[N:14]=[CH:15][C:10]3=[N:9][CH:8]=2)[CH2:5][C:4](=[O:29])[CH2:3]1.[BH4-].[Na+]. The catalyst is CO. The product is [CH3:1][C@H:2]1[C@@H:6]([C:7]2[N:11]3[C:12]4[CH:18]=[CH:17][N:16]([S:19]([C:22]5[CH:23]=[CH:24][C:25]([CH3:26])=[CH:27][CH:28]=5)(=[O:21])=[O:20])[C:13]=4[N:14]=[CH:15][C:10]3=[N:9][CH:8]=2)[CH2:5][C@@H:4]([OH:29])[CH2:3]1. The yield is 0.900. (4) The reactants are O1CCCCC1[O:7][CH:8]([CH2:27][CH2:28][CH2:29][CH2:30][CH2:31][C:32]([CH3:43])([CH3:42])[CH2:33][C:34](=[O:41])[C:35]1[CH:40]=[CH:39][CH:38]=[N:37][CH:36]=1)[CH2:9][CH2:10][CH2:11][CH2:12][CH2:13][C:14]([CH3:26])([CH3:25])[CH2:15][O:16][C:17](=[O:24])[C:18]1[CH:23]=[CH:22][CH:21]=[N:20][CH:19]=1.C(O)(=O)C.C1COCC1. The catalyst is O. The product is [OH:7][CH:8]([CH2:27][CH2:28][CH2:29][CH2:30][CH2:31][C:32]([CH3:43])([CH3:42])[CH2:33][C:34](=[O:41])[C:35]1[CH:40]=[CH:39][CH:38]=[N:37][CH:36]=1)[CH2:9][CH2:10][CH2:11][CH2:12][CH2:13][C:14]([CH3:26])([CH3:25])[CH2:15][O:16][C:17](=[O:24])[C:18]1[CH:23]=[CH:22][CH:21]=[N:20][CH:19]=1. The yield is 0.580. (5) The reactants are [Cl:1]C1C=C(C=CC=1)CP(=O)([O-])[O-].[Li][CH2:14][CH2:15][CH2:16][CH3:17].[CH3:18][CH2:19][CH2:20][CH2:21][CH2:22][CH3:23].[CH:24](=O)[CH2:25][CH2:26]CC#C. The catalyst is C1COCC1. The product is [Cl:1][C:20]1[CH:19]=[CH:18][CH:23]=[CH:22][C:21]=1[CH:17]=[CH:16][CH2:15][CH2:14][CH2:24][C:25]#[CH:26]. The yield is 0.540. (6) The reactants are FC1C=CC(NC(=O)NC2C=CC(C3C=C4C(CN([C@@H](C(C)C)C(O)=O)C4=O)=CC=3)=CC=2)=CC=1.[CH3:35][O:36][C:37]1[CH:38]=[C:39]([NH:43][C:44](=[O:70])[NH:45][C:46]2[CH:51]=[CH:50][C:49]([C:52]3[CH:60]=[C:59]4[C:55]([CH2:56][N:57]([C@@H:62]([CH:67]([CH3:69])[CH3:68])[C:63]([O:65]C)=[O:64])[C:58]4=[O:61])=[CH:54][CH:53]=3)=[CH:48][CH:47]=2)[CH:40]=[CH:41][CH:42]=1. No catalyst specified. The product is [CH3:35][O:36][C:37]1[CH:38]=[C:39]([NH:43][C:44](=[O:70])[NH:45][C:46]2[CH:47]=[CH:48][C:49]([C:52]3[CH:60]=[C:59]4[C:55]([CH2:56][N:57]([C@@H:62]([CH:67]([CH3:68])[CH3:69])[C:63]([OH:65])=[O:64])[C:58]4=[O:61])=[CH:54][CH:53]=3)=[CH:50][CH:51]=2)[CH:40]=[CH:41][CH:42]=1. The yield is 0.960.